Dataset: Catalyst prediction with 721,799 reactions and 888 catalyst types from USPTO. Task: Predict which catalyst facilitates the given reaction. (1) Reactant: [F:1][C:2]([F:15])([F:14])[C:3]1[C:12]2[C:7](=[CH:8][CH:9]=[C:10]([CH3:13])[CH:11]=2)[N:6]=[CH:5][CH:4]=1.[Br:16]N1C(=O)CCC1=O.N(C(C)(C)C#N)=NC(C)(C)C#N. Product: [Br:16][CH2:13][C:10]1[CH:11]=[C:12]2[C:7](=[CH:8][CH:9]=1)[N:6]=[CH:5][CH:4]=[C:3]2[C:2]([F:1])([F:14])[F:15]. The catalyst class is: 53. (2) Reactant: [C:1]1([C:7]2[S:8][CH:9]=[C:10]([CH2:12][O:13][C:14]3[CH:21]=[CH:20][C:17]([CH:18]=[O:19])=[CH:16][CH:15]=3)[N:11]=2)[CH:6]=[CH:5][CH:4]=[CH:3][CH:2]=1.O1CCCC1.[BH4-].[Na+].Cl. Product: [C:1]1([C:7]2[S:8][CH:9]=[C:10]([CH2:12][O:13][C:14]3[CH:15]=[CH:16][C:17]([CH2:18][OH:19])=[CH:20][CH:21]=3)[N:11]=2)[CH:2]=[CH:3][CH:4]=[CH:5][CH:6]=1. The catalyst class is: 72. (3) Reactant: [C:1]([O:5][C:6]([N:8]1[CH2:13][CH2:12][CH:11]([N:14]2[C:22](=[O:23])[C:21]3[C:16](=[CH:17][C:18]([O:27][CH:28]([CH3:30])[CH3:29])=[C:19]([N+:24]([O-:26])=[O:25])[CH:20]=3)[CH:15]2[OH:31])[CH2:10][CH2:9]1)=[O:7])([CH3:4])([CH3:3])[CH3:2].[Cr](O[Cr]([O-])(=O)=O)([O-])(=O)=O.O. Product: [C:1]([O:5][C:6]([N:8]1[CH2:9][CH2:10][CH:11]([N:14]2[C:15](=[O:31])[C:16]3[C:21](=[CH:20][C:19]([N+:24]([O-:26])=[O:25])=[C:18]([O:27][CH:28]([CH3:29])[CH3:30])[CH:17]=3)[C:22]2=[O:23])[CH2:12][CH2:13]1)=[O:7])([CH3:3])([CH3:4])[CH3:2]. The catalyst class is: 3.